From a dataset of Full USPTO retrosynthesis dataset with 1.9M reactions from patents (1976-2016). Predict the reactants needed to synthesize the given product. (1) Given the product [CH2:1]([N:8]1[C@H:13]([CH2:14][CH2:15][O:16][Si:17]([C:20]([CH3:21])([CH3:23])[CH3:22])([CH3:18])[CH3:19])[CH2:12][O:11][C:10]([CH3:26])([CH3:24])[C:9]1=[O:25])[C:2]1[CH:7]=[CH:6][CH:5]=[CH:4][CH:3]=1, predict the reactants needed to synthesize it. The reactants are: [CH2:1]([N:8]1[C@H:13]([CH2:14][CH2:15][O:16][Si:17]([C:20]([CH3:23])([CH3:22])[CH3:21])([CH3:19])[CH3:18])[CH2:12][O:11][CH:10]([CH3:24])[C:9]1=[O:25])[C:2]1[CH:7]=[CH:6][CH:5]=[CH:4][CH:3]=1.[CH:26]([N-]C(C)C)(C)C.[Li+].IC. (2) Given the product [CH2:1]([C@H:3]1[CH2:8][CH2:7][C@H:6]([NH:9][C:10]([C@@H:12]2[CH2:14][C@H:13]2[CH2:15][N:32]2[CH2:31][CH2:30][N:29]([C:26]3[CH:25]=[CH:24][C:23]([Cl:22])=[CH:28][CH:27]=3)[CH2:34][CH2:33]2)=[O:11])[CH2:5][CH2:4]1)[CH3:2], predict the reactants needed to synthesize it. The reactants are: [CH2:1]([C@H:3]1[CH2:8][CH2:7][C@H:6]([NH:9][C:10]([C@@H:12]2[CH2:14][C@H:13]2[CH2:15]OS(C)(=O)=O)=[O:11])[CH2:5][CH2:4]1)[CH3:2].Cl.[Cl:22][C:23]1[CH:28]=[CH:27][C:26]([N:29]2[CH2:34][CH2:33][NH:32][CH2:31][CH2:30]2)=[CH:25][CH:24]=1.Cl.ClC1C=C(N2CCNCC2)C=CC=1.